From a dataset of Peptide-MHC class II binding affinity with 134,281 pairs from IEDB. Regression. Given a peptide amino acid sequence and an MHC pseudo amino acid sequence, predict their binding affinity value. This is MHC class II binding data. (1) The peptide sequence is GVTLVRKNRWLLLNV. The MHC is DRB4_0103 with pseudo-sequence DRB4_0103. The binding affinity (normalized) is 0.898. (2) The MHC is DRB1_0101 with pseudo-sequence DRB1_0101. The binding affinity (normalized) is 0.550. The peptide sequence is KPPFSGMTGCGNTPI. (3) The peptide sequence is LAARTLLAAADELVG. The MHC is HLA-DPA10103-DPB10401 with pseudo-sequence HLA-DPA10103-DPB10401. The binding affinity (normalized) is 0.240. (4) The peptide sequence is SGTNNKTMAVCTNAK. The MHC is HLA-DQA10104-DQB10503 with pseudo-sequence HLA-DQA10104-DQB10503. The binding affinity (normalized) is 0.0200. (5) The peptide sequence is KSTNGLRIKSYEDAK. The MHC is DRB1_0405 with pseudo-sequence DRB1_0405. The binding affinity (normalized) is 0.239. (6) The peptide sequence is IAFFRKEPLKECGGI. The MHC is HLA-DQA10101-DQB10501 with pseudo-sequence HLA-DQA10101-DQB10501. The binding affinity (normalized) is 0.270. (7) The peptide sequence is WEALKYLWNLLQYWGQELK. The MHC is HLA-DQA10104-DQB10503 with pseudo-sequence HLA-DQA10104-DQB10503. The binding affinity (normalized) is 0.168. (8) The peptide sequence is RSPISNMVSMANNHM. The MHC is HLA-DQA10102-DQB10602 with pseudo-sequence HLA-DQA10102-DQB10602. The binding affinity (normalized) is 0.539. (9) The peptide sequence is GSAYTALFSGVSWVM. The MHC is DRB1_0404 with pseudo-sequence DRB1_0404. The binding affinity (normalized) is 0.0715.